Dataset: Retrosynthesis with 50K atom-mapped reactions and 10 reaction types from USPTO. Task: Predict the reactants needed to synthesize the given product. (1) Given the product O=C(O)c1cc2cc(Cl)ccc2nc1N[C@@H](Cc1ccc(O)c([N+](=O)[O-])c1)C(=O)O, predict the reactants needed to synthesize it. The reactants are: N[C@@H](Cc1ccc(O)c([N+](=O)[O-])c1)C(=O)O.O=C(O)c1cc2cc(Cl)ccc2nc1Cl. (2) Given the product CC(C)(N)CNC(=O)OC(C)(C)C, predict the reactants needed to synthesize it. The reactants are: CC(C)(C)OC(=O)OC(=O)OC(C)(C)C.CC(C)(N)CN. (3) The reactants are: BrCCCBr.Cc1ccc(NC(=O)c2cccc(C(C)(C)C#N)c2)cc1Nc1ncnc2cc(O)ccc12. Given the product Cc1ccc(NC(=O)c2cccc(C(C)(C)C#N)c2)cc1Nc1ncnc2cc(OCCCBr)ccc12, predict the reactants needed to synthesize it. (4) Given the product COCCS(=O)(=O)NC(=O)c1cc(C2CC2)c(OCC2CCCC2)cc1F, predict the reactants needed to synthesize it. The reactants are: COCCS(N)(=O)=O.O=C(O)c1cc(C2CC2)c(OCC2CCCC2)cc1F. (5) The reactants are: O=[N+]([O-])c1cccc2oc(-c3c(F)cccc3F)nc12. Given the product Nc1cccc2oc(-c3c(F)cccc3F)nc12, predict the reactants needed to synthesize it. (6) The reactants are: CCN(CCN)c1cc(C)ccn1.O=C(O)/C=C/C(F)(F)F. Given the product CCN(CCNC(=O)/C=C/C(F)(F)F)c1cc(C)ccn1, predict the reactants needed to synthesize it. (7) The reactants are: CN(C)C=Nc1[nH]nc(-c2ccc([N+](=O)[O-])cc2)c1C#N. Given the product CN(C)C=Nc1[nH]nc(-c2ccc(N)cc2)c1C#N, predict the reactants needed to synthesize it.